Dataset: Reaction yield outcomes from USPTO patents with 853,638 reactions. Task: Predict the reaction yield, written as a fraction of the theoretical maximum amount of product (1.0 means a 100% yield; for example, 0.34 means a 34% yield). (1) The reactants are [Cl:1][C:2]1[CH:11]=[C:10]([C:12]([O:14]C)=[O:13])[CH:9]=[C:8]([Cl:16])[C:3]=1[C:4]([O:6][CH3:7])=[O:5].[OH-].[Na+]. The product is [Cl:1][C:2]1[CH:11]=[C:10]([CH:9]=[C:8]([Cl:16])[C:3]=1[C:4]([O:6][CH3:7])=[O:5])[C:12]([OH:14])=[O:13]. The catalyst is C1COCC1.O. The yield is 0.410. (2) The reactants are [Cl:1][C:2]1[CH:10]=[CH:9][C:8]([NH:11][C:12](=[O:24])[C:13]2[CH:18]=[C:17]([C:19]([F:22])([F:21])[F:20])[CH:16]=[CH:15][C:14]=2[F:23])=[CH:7][C:3]=1[C:4](O)=[O:5].ClC1N=C(OC)N=C(OC)N=1.CN1CCOCC1.C(OC([N:50]1[CH2:55][CH2:54][CH:53]([S:56]([C:59]2[CH:64]=[CH:63][C:62]([NH:65][C:66]3[N:71]=[CH:70][C:69]([NH2:72])=[CH:68][N:67]=3)=[CH:61][CH:60]=2)(=[O:58])=[O:57])[CH2:52][CH2:51]1)=O)(C)(C)C.C(O)(C(F)(F)F)=O. The catalyst is C(Cl)Cl. The product is [Cl:1][C:2]1[CH:10]=[CH:9][C:8]([NH:11][C:12](=[O:24])[C:13]2[CH:18]=[C:17]([C:19]([F:21])([F:22])[F:20])[CH:16]=[CH:15][C:14]=2[F:23])=[CH:7][C:3]=1[C:4]([NH:72][C:69]1[CH:70]=[N:71][C:66]([NH:65][C:62]2[CH:63]=[CH:64][C:59]([S:56]([CH:53]3[CH2:54][CH2:55][NH:50][CH2:51][CH2:52]3)(=[O:57])=[O:58])=[CH:60][CH:61]=2)=[N:67][CH:68]=1)=[O:5]. The yield is 0.0600. (3) The reactants are Br[CH2:2][C:3]1[CH:4]=[CH:5][C:6]2[N:7]=[C:8]([Cl:19])[N:9]=[C:10]([N:13]3[CH2:18][CH2:17][O:16][CH2:15][CH2:14]3)[C:11]=2[N:12]=1.[NH:20]1[CH2:25][CH2:24][O:23][CH2:22][CH2:21]1. No catalyst specified. The product is [Cl:19][C:8]1[N:9]=[C:10]([N:13]2[CH2:18][CH2:17][O:16][CH2:15][CH2:14]2)[C:11]2[N:12]=[C:3]([CH2:2][N:20]3[CH2:25][CH2:24][O:23][CH2:22][CH2:21]3)[CH:4]=[CH:5][C:6]=2[N:7]=1. The yield is 1.00. (4) The reactants are [C:1]1([C:7]2[S:8][CH:9]=[C:10]([C:12]([OH:14])=O)[N:11]=2)[CH:6]=[CH:5][CH:4]=[CH:3][CH:2]=1.C(Cl)(=O)C(Cl)=O.Cl.[CH3:22][NH:23][O:24][CH3:25].C(N(CC)CC)C. The catalyst is ClCCl.CN(C)C=O. The product is [CH3:25][O:24][N:23]([CH3:22])[C:12]([C:10]1[N:11]=[C:7]([C:1]2[CH:6]=[CH:5][CH:4]=[CH:3][CH:2]=2)[S:8][CH:9]=1)=[O:14]. The yield is 0.870. (5) The reactants are Cl[C:2]1[N:7]=[C:6]([NH:8][C:9]2[CH:14]=[CH:13][C:12]([O:15][CH3:16])=[C:11]([Cl:17])[CH:10]=2)[N:5]=[C:4]([NH:18][CH:19]2[CH2:25][CH2:24][CH2:23][CH2:22][CH2:21][CH2:20]2)[N:3]=1.[CH3:26][NH:27][CH:28]1[CH2:33][CH2:32][N:31]([CH3:34])[CH2:30][CH2:29]1.[OH-].[Na+].O. The catalyst is O1CCOCC1.C(Cl)Cl. The product is [Cl:17][C:11]1[CH:10]=[C:9]([NH:8][C:6]2[N:5]=[C:4]([NH:18][CH:19]3[CH2:25][CH2:24][CH2:23][CH2:22][CH2:21][CH2:20]3)[N:3]=[C:2]([N:27]([CH3:26])[CH:28]3[CH2:33][CH2:32][N:31]([CH3:34])[CH2:30][CH2:29]3)[N:7]=2)[CH:14]=[CH:13][C:12]=1[O:15][CH3:16]. The yield is 0.309. (6) The reactants are [CH2:1]([O:3][C:4]1[C:8]([CH2:9][CH2:10][C:11]([O:13]CC)=[O:12])=[CH:7][NH:6][N:5]=1)[CH3:2].[H-].[Na+:17].CS(O[CH2:23][CH2:24][CH2:25][CH2:26][C:27]1[C:28]([CH2:42][CH2:43][CH3:44])=[N:29][N:30]([C:32]2[CH:37]=[CH:36][C:35]([C:38]([F:41])([F:40])[F:39])=[CH:34][N:33]=2)[CH:31]=1)(=O)=O.Cl. The catalyst is CN(C)C=O. The product is [CH2:1]([O:3][C:4]1[C:8]([CH2:9][CH2:10][C:11]([O-:13])=[O:12])=[CH:7][N:6]([CH2:23][CH2:24][CH2:25][CH2:26][C:27]2[C:28]([CH2:42][CH2:43][CH3:44])=[N:29][N:30]([C:32]3[CH:37]=[CH:36][C:35]([C:38]([F:39])([F:40])[F:41])=[CH:34][N:33]=3)[CH:31]=2)[N:5]=1)[CH3:2].[Na+:17]. The yield is 0.590.